Dataset: Forward reaction prediction with 1.9M reactions from USPTO patents (1976-2016). Task: Predict the product of the given reaction. (1) Given the reactants [C:1]([C:5]1[CH:10]=[CH:9][C:8]([S:11](Cl)(=[O:13])=[O:12])=[CH:7][CH:6]=1)([CH3:4])([CH3:3])[CH3:2].[CH3:15][C:16]1[CH:20]=[C:19]([NH2:21])[N:18]([C:22]2[CH:31]=[CH:30][CH:29]=[C:28]3[C:23]=2[CH:24]=[CH:25][CH:26]=[N:27]3)[N:17]=1.ClCCl, predict the reaction product. The product is: [C:1]([C:5]1[CH:10]=[CH:9][C:8]([S:11]([NH:21][C:19]2[N:18]([C:22]3[CH:31]=[CH:30][CH:29]=[C:28]4[C:23]=3[CH:24]=[CH:25][CH:26]=[N:27]4)[N:17]=[C:16]([CH3:15])[CH:20]=2)(=[O:13])=[O:12])=[CH:7][CH:6]=1)([CH3:4])([CH3:3])[CH3:2]. (2) Given the reactants [NH2:1][C:2]1[CH:9]=[C:8]([NH:10][CH2:11][CH2:12][O:13][CH3:14])[C:5]([C:6]#[N:7])=[CH:4][N:3]=1.N1([C:20](N2C=NC=N2)=[O:21])C=NC=N1.[CH3:27][O:28][CH:29]([O:47][CH3:48])[C:30]1[C:39]([N:40]2[CH2:45][CH2:44][O:43][CH2:42][C:41]2=[O:46])=[CH:38][C:37]2[CH2:36][CH2:35][CH2:34][NH:33][C:32]=2[N:31]=1, predict the reaction product. The product is: [C:6]([C:5]1[C:8]([NH:10][CH2:11][CH2:12][O:13][CH3:14])=[CH:9][C:2]([NH:1][C:20]([N:33]2[C:32]3[C:37](=[CH:38][C:39]([N:40]4[CH2:45][CH2:44][O:43][CH2:42][C:41]4=[O:46])=[C:30]([CH:29]([O:47][CH3:48])[O:28][CH3:27])[N:31]=3)[CH2:36][CH2:35][CH2:34]2)=[O:21])=[N:3][CH:4]=1)#[N:7]. (3) Given the reactants [C:1]([O:5][C:6]([N:8]1[CH2:13][CH2:12][C:11]([CH2:16][O:17][CH2:18][C:19]2[CH:24]=[CH:23][CH:22]=[CH:21][CH:20]=2)([CH:14]=O)[CH2:10][CH2:9]1)=[O:7])([CH3:4])([CH3:3])[CH3:2].[F:25][C:26]([F:30])([F:29])[CH2:27][NH2:28].CC(O)=O.[BH3-]C#N.[Na+], predict the reaction product. The product is: [C:1]([O:5][C:6]([N:8]1[CH2:13][CH2:12][C:11]([CH2:16][O:17][CH2:18][C:19]2[CH:24]=[CH:23][CH:22]=[CH:21][CH:20]=2)([CH2:14][NH:28][CH2:27][C:26]([F:30])([F:29])[F:25])[CH2:10][CH2:9]1)=[O:7])([CH3:3])([CH3:4])[CH3:2]. (4) Given the reactants [H-].[Na+].[C:3]([O:7][C:8](=[O:21])[NH:9][CH:10]1[CH2:19][C:18]2[C:13](=[CH:14][CH:15]=[CH:16][N:17]=2)[NH:12][C:11]1=[O:20])([CH3:6])([CH3:5])[CH3:4].CI.[CH3:24]COC(C)=O, predict the reaction product. The product is: [C:3]([O:7][C:8](=[O:21])[NH:9][CH:10]1[CH2:19][C:18]2[C:13](=[CH:14][CH:15]=[CH:16][N:17]=2)[N:12]([CH3:24])[C:11]1=[O:20])([CH3:6])([CH3:4])[CH3:5]. (5) Given the reactants [CH2:1]([O:8][CH2:9][CH2:10][CH:11]1[CH2:14][C:13](=[O:15])[CH2:12]1)[C:2]1[CH:7]=[CH:6][CH:5]=[CH:4][CH:3]=1.CCC(C)[BH-](C(C)CC)C(C)CC.[Li+], predict the reaction product. The product is: [CH2:1]([O:8][CH2:9][CH2:10][C@@H:11]1[CH2:12][C@H:13]([OH:15])[CH2:14]1)[C:2]1[CH:7]=[CH:6][CH:5]=[CH:4][CH:3]=1. (6) Given the reactants [C:1]1(=O)[CH2:4][CH2:3][CH2:2]1.[C:6]1([OH:12])[CH:11]=[CH:10][CH:9]=[CH:8][CH:7]=1, predict the reaction product. The product is: [C:1]1([C:9]2[CH:10]=[CH:11][C:6]([OH:12])=[CH:7][CH:8]=2)([C:9]2[CH:10]=[CH:11][C:6]([OH:12])=[CH:7][CH:8]=2)[CH2:4][CH2:3][CH2:2]1. (7) Given the reactants [NH2:1][S:2]([C:5]1[CH:6]=[C:7]([CH:11]=[CH:12][CH:13]=1)[C:8]([OH:10])=[O:9])(=[O:4])=[O:3].S(Cl)(Cl)=O.[CH3:18]O, predict the reaction product. The product is: [NH2:1][S:2]([C:5]1[CH:6]=[C:7]([CH:11]=[CH:12][CH:13]=1)[C:8]([O:10][CH3:18])=[O:9])(=[O:3])=[O:4].